The task is: Predict the reactants needed to synthesize the given product.. This data is from Full USPTO retrosynthesis dataset with 1.9M reactions from patents (1976-2016). (1) Given the product [NH2:32][C:31](=[S:30])[NH:35][C:23]([C:6]1[N:7]([CH2:12][C:13]2[CH:18]=[CH:17][CH:16]=[C:15]([C:19]([O:21][CH3:22])=[O:20])[CH:14]=2)[C:8]2[C:4]([CH:5]=1)=[CH:3][C:2]([CH3:1])=[CH:10][C:9]=2[CH3:11])=[O:24], predict the reactants needed to synthesize it. The reactants are: [CH3:1][C:2]1[CH:3]=[C:4]2[C:8](=[C:9]([CH3:11])[CH:10]=1)[N:7]([CH2:12][C:13]1[CH:18]=[CH:17][CH:16]=[C:15]([C:19]([O:21][CH3:22])=[O:20])[CH:14]=1)[C:6]([C:23](O)=[O:24])=[CH:5]2.S(Cl)(Cl)=O.[S-:30][C:31]#[N:32].[K+].[OH-].[NH4+:35]. (2) Given the product [F:28][C@@H:13]1[C@H:10]2[O:11][CH2:12][C@@H:8]([O:7][C:6]3[CH:24]=[C:2]([F:1])[CH:3]=[CH:4][C:5]=3[N+:25]([O-:27])=[O:26])[C@H:9]2[O:15][CH2:14]1, predict the reactants needed to synthesize it. The reactants are: [F:1][C:2]1[CH:3]=[CH:4][C:5]([N+:25]([O-:27])=[O:26])=[C:6]([CH:24]=1)[O:7][C@@H:8]1[CH2:12][O:11][C@@H:10]2[C@H:13](OS(C(F)(F)F)(=O)=O)[CH2:14][O:15][C@H:9]12.[F-:28].C([N+](CCCC)(CCCC)CCCC)CCC.C1COCC1.O. (3) The reactants are: C(OP([CH2:9][C:10]#[N:11])(=O)OCC)C.C[Si]([N-][Si](C)(C)C)(C)C.[Li+].[O:22]1[C:27]2[CH:28]=[CH:29][C:30]([C:32]([C:34]3[CH:39]=[CH:38][C:37]([O:40][CH3:41])=[CH:36][CH:35]=3)=O)=[CH:31][C:26]=2[O:25][CH2:24][CH2:23]1.O. Given the product [O:22]1[C:27]2[CH:28]=[CH:29][C:30]([C:32]([C:34]3[CH:39]=[CH:38][C:37]([O:40][CH3:41])=[CH:36][CH:35]=3)=[CH:9][C:10]#[N:11])=[CH:31][C:26]=2[O:25][CH2:24][CH2:23]1, predict the reactants needed to synthesize it. (4) The reactants are: [Cl:1][C:2]1[C:10]([F:11])=[C:9]2[C:5]([C:6]([S:20][C:21]3[C:22]([F:32])=[C:23]([CH:29]=[CH:30][CH:31]=3)[C:24]([O:26][CH2:27][CH3:28])=[O:25])=[CH:7][N:8]2[C:12]2[CH:13]=[N:14][N:15]([CH2:17][CH2:18]C)[CH:16]=2)=[CH:4][CH:3]=1.[C:33]([O-])([O-])=O.[Cs+].[Cs+].Br[CH2:40][CH2:41]O.[OH2:43]. Given the product [Cl:1][C:2]1[C:10]([F:11])=[C:9]2[C:5]([C:6]([S:20][C:21]3[C:22]([F:32])=[C:23]([CH:29]=[CH:30][CH:31]=3)[C:24]([O:26][CH2:27][CH3:28])=[O:25])=[C:7]([CH:41]3[CH2:40][CH2:33]3)[N:8]2[C:12]2[CH:13]=[N:14][N:15]([CH2:17][CH2:18][OH:43])[CH:16]=2)=[CH:4][CH:3]=1, predict the reactants needed to synthesize it. (5) Given the product [NH2:9][C@H:8]([C:7]([OH:15])=[O:6])[CH2:10][CH2:11][CH2:12][CH2:13][NH2:14], predict the reactants needed to synthesize it. The reactants are: Cl.Cl.C([O:6][C:7](=[O:15])[C@H:8]([CH2:10][CH2:11][CH2:12][CH2:13][NH2:14])[NH2:9])CC.[OH-].[Na+]. (6) The reactants are: [C:1]([C:5]1[CH:6]=[C:7]2[C:12](=[CH:13][CH:14]=1)[N:11]=C(C#N)[CH:9]=[CH:8]2)([CH3:4])([CH3:3])[CH3:2].[OH-:17].[Na+].Cl.[CH3:20][CH2:21][OH:22]. Given the product [C:1]([C:5]1[CH:6]=[C:7]2[C:12](=[CH:13][CH:14]=1)[N:11]=[C:20]([C:21]([OH:17])=[O:22])[CH:9]=[CH:8]2)([CH3:4])([CH3:3])[CH3:2], predict the reactants needed to synthesize it.